This data is from Experimentally validated miRNA-target interactions with 360,000+ pairs, plus equal number of negative samples. The task is: Binary Classification. Given a miRNA mature sequence and a target amino acid sequence, predict their likelihood of interaction. (1) The miRNA is mmu-miR-433-3p with sequence AUCAUGAUGGGCUCCUCGGUGU. The protein sequence of the target gene is MSGRGKQGGKARAKAKSRSSRAGLQFPVGRVHRLLRKGNYAERVGAGAPVYMAAVLEYLTAEILELAGNAARDNKKTRIIPRHLQLAIRNDEELNKLLGKVTIAQGGVLPNIQAVLLPKKTESHKAKSK. Result: 0 (no interaction). (2) The miRNA is hsa-miR-4782-3p with sequence UGAUUGUCUUCAUAUCUAGAAC. The protein sequence of the target gene is MSPEKQHREEDEVDSVLLSASKILNSSEGVKESGCSDTEYGCIAESENQIQPQSALKVLQQQLESFQALRMQTLQNVSMVQSEISEILNKSIIEVENPQFSSEKNLVFGTRIEKDLPTENQEENLSMEKSHHFEDSKTLHSVEEKLSGDSVNSLPQSVNVPSQIHSEDTLTLRTSTDNLSSNIIIHPSENSDILKNYNNFYRFLPTAPPNVMSQADTVILDKSKITVPFLKHGFCENLDDICHSIKQMKEELQKSHDGEVALTNELQTLQTDPDVHRNGKYDMSPIHQDKMNFIKEENLD.... Result: 0 (no interaction). (3) The miRNA is hsa-miR-3692-5p with sequence CCUGCUGGUCAGGAGUGGAUACUG. The protein sequence of the target gene is MTSVWKRLQRVGKRAAKFQFVACYHELVLECTKKWQPDKLVVVWTRRNRRICSKAHSWQPGIQNPYRGTVVWMVPENVDISVTLYRDPHVDQYEAKEWTFIIENESKGQRKVLATAEVDLARHAGPVPVQVPVRLRLKPKSVKVVQAELSLTLSGVLLREGRATDDDMQSLASLMSVKPSDVGNLDDFAESDEDEAHGPGAPEARARVPQPDPSRELKTLCEEEEEGQGRPQQAVASPSNAEDTSPAPVSAPAPPARTSRGQGSERANEAGGQVGPEAPRPPETSPEMRSSRQPAQDTAP.... Result: 0 (no interaction). (4) The miRNA is hsa-miR-3925-3p with sequence ACUCCAGUUUUAGUUCUCUUG. The protein sequence of the target gene is MDSSQHLVTFEDVAVDFTQEEWTLLDQAQRDLYRDVMLENYKNLIILAGSELFKRSLMSGLEQMEELRTGVTGVLQELDLQLKTKGSPLLQDISAERSPNGVQLERSNTAEKLYDSNHSGKVFNEHPFLMTHMITHIGEKTSEDNQSGKALRKNFPHSFYKKSHAEGKMPKCVKHEKAFNQFPNLTRQNKTHTQEKLCECKDCWRTFLNQSSLKLHIRSHNGDKHYVCKECGKAFSNSSHLIGHGRIHSGEKPYVCKECGKAFTQSTGLKLHIRTHSGEKPYKCKECGKAFTHSSYLTDH.... Result: 1 (interaction). (5) The miRNA is hsa-miR-2355-3p with sequence AUUGUCCUUGCUGUUUGGAGAU. The protein sequence of the target gene is MEPEDLPWPGELEEEEEEEEEEEEEEEEAAAAAAANVDDVVVVEEVEEEAGRELDSDSHYGPQHLESIDDEEDEEAKAWLQAHPGRILPPLSPPQHRYSEGERTSLEKIVPLTCHVWQQIVYQGNSRTQISDTNVVCLETTAQRGSGDDQKTESWHCLPQEMDSSQTLDTSQTRFNVRTEDTEVTDFPSLEEGILTQSENQVKEPNRDLFCSPLLVIQDSFASPDLPLLTCLTQDQEFAPDSLFHQSELSFAPLRGIPDKSEDTEWSSRPSEVSEALFQATAEVASDLASSRFSVSQHPL.... Result: 0 (no interaction). (6) The miRNA is hsa-miR-5092 with sequence AAUCCACGCUGAGCUUGGCAUC. The protein sequence of the target gene is MLKEHPEMAEAPQQQLGIPVVKLEKELPWGRGREDPSPETFRLRFRQFRYQEAAGPQEALRELQELCRRWLRPELHTKEQILELLVLEQFLTILPREFYAWIREHGPESGKALAAMVEDLTERALEAKAVPCHRQGEQEETALCRGAWEPGIQLGPVEVKPEWGMPPGEGVQGPDPGTEEQLSQDPGDETRAFQEQALPVLQAGPGLPAVNPRDQEMAAGFFTAGSQGLGPFKDMALAFPEEEWRHVTPAQIDCFGEYVEPQDCRVSPGGGSKEKEAKPPQEDLKGALVALTSERFGEAS.... Result: 1 (interaction). (7) The miRNA is hsa-miR-95-5p with sequence UCAAUAAAUGUCUGUUGAAUU. The protein sequence of the target gene is MTRKRTYWVPNSSGGLVNRGIDIGDDMVSGLIYKTYTLQDGPWSQQERNPEAPGRAAVPPWGKYDAALRTMIPFRPKPRFPAPQPLDNAGLFSYLTVSWLTPLMIQSLRSRLDENTIPPLSVHDASDKNVQRLHRLWEEEVSRRGIEKASVLLVMLRFQRTRLIFDALLGICFCIASVLGPILIIPKILEYSEEQLGNVVHGVGLCFALFLSECVKSLSFSSSWIINQRTAIRFRAAVSSFAFEKLIQFKSVIHITSGEAISFFTGDVNYLFEGVCYGPLVLITCASLVICSISSYFIIG.... Result: 0 (no interaction). (8) The miRNA is mmu-miR-540-5p with sequence CAAGGGUCACCCUCUGACUCUGU. The protein sequence of the target gene is MSEKQMKEAFVSNLNGTTVLEITQGLCFPAFCILCRGFLIIFSQYLCSFSPTWKTRFLTDFVVLIVPMVATLTIWASFILLELLGVIIFGAGLLYQIYRRRTCYARLPFLKILEKFLNISLESEYNPAISCFRVITSAFTAIAILAVDFPLFPRRFAKTELYGTGAMDFGVGGFVFGSAMVCLEVRRRKYMEGSKLHYFTNSLYSVWPLVFLGIGRLAIIKSIGYQEHLTEYGVHWNFFFTIIVVKLITPLLLIIFPLNKSWIIALGITVLYQLALDFTSLKRLILYGTDGSGTRVGLLN.... Result: 0 (no interaction). (9) The miRNA is hsa-miR-3689b-5p with sequence UGUGAUAUCAUGGUUCCUGGGA. The protein sequence of the target gene is MAWALAVILLPRLLAAAAAAAAVTSRGDVTVVCHDLETVEVTWGSGPDHHGANLSLEFRYGTGALQPCPRYFLSGAGVTSGCILPAARAGLLELALRDGGGAMVFKARQRASAWLKPRPPWNVTLLWTPDGDVTVSWPAHSYLGLDYEVQHRESNDDEDAWQTTSGPCCDLTVGGLDPARCYDFRVRASPRAAHYGLEAQPSEWTAVTRLSGAASAASCTASPAPSPALAPPLLPLGCGLAALLTLSLLLAALRLRRVKDALLPCVPDPSGSFPGLFEKHHGNFQAWIADAQATAPPART.... Result: 0 (no interaction).